This data is from Catalyst prediction with 721,799 reactions and 888 catalyst types from USPTO. The task is: Predict which catalyst facilitates the given reaction. (1) Product: [NH2:14][C:9]1[CH:8]=[C:7]([C:2]2([CH3:1])[O:3][CH2:4][CH2:5][O:6]2)[CH:12]=[CH:11][C:10]=1[OH:13]. The catalyst class is: 63. Reactant: [CH3:1][C:2]1([C:7]2[CH:12]=[CH:11][C:10]([OH:13])=[C:9]([N+:14]([O-])=O)[CH:8]=2)[O:6][CH2:5][CH2:4][O:3]1.C1CCCCC=1. (2) Reactant: C(OC(=O)[NH:7][C@H:8]([C:10]1[CH:15]=[CH:14][CH:13]=[C:12]([N:16]2[CH2:21][CH2:20][O:19][CH:18]([CH3:22])[CH2:17]2)[CH:11]=1)[CH3:9])(C)(C)C.[ClH:24]. Product: [ClH:24].[CH3:22][CH:18]1[O:19][CH2:20][CH2:21][N:16]([C:12]2[CH:11]=[C:10]([C@@H:8]([NH2:7])[CH3:9])[CH:15]=[CH:14][CH:13]=2)[CH2:17]1. The catalyst class is: 5. (3) Reactant: [CH3:1][C:2]1[N:3]=[C:4]([C:7]2[C:15]3[C:14]([C:16]4[CH:21]=[CH:20][CH:19]=[C:18]([N+:22]([O-])=O)[CH:17]=4)=[N:13][CH:12]=[N:11][C:10]=3[N:9]([CH2:25][O:26][CH2:27][CH2:28][Si:29]([CH3:32])([CH3:31])[CH3:30])[CH:8]=2)[O:5][CH:6]=1. Product: [CH3:1][C:2]1[N:3]=[C:4]([C:7]2[C:15]3[C:14]([C:16]4[CH:17]=[C:18]([CH:19]=[CH:20][CH:21]=4)[NH2:22])=[N:13][CH:12]=[N:11][C:10]=3[N:9]([CH2:25][O:26][CH2:27][CH2:28][Si:29]([CH3:30])([CH3:32])[CH3:31])[CH:8]=2)[O:5][CH:6]=1. The catalyst class is: 105. (4) Reactant: [Cl:1][C:2]1[CH:7]=[C:6]([Cl:8])[CH:5]=[C:4]([Cl:9])[C:3]=1Br.[CH3:11][O:12][C:13]1[CH:18]=[CH:17][CH:16]=[CH:15][C:14]=1B(O)O.C(=O)([O-])[O-].[K+].[K+]. Product: [CH3:11][O:12][C:13]1[C:14]([C:3]2[C:2]([Cl:1])=[CH:7][C:6]([Cl:8])=[CH:5][C:4]=2[Cl:9])=[CH:15][CH:16]=[CH:17][CH:18]=1. The catalyst class is: 608. (5) Reactant: [CH2:1]([N:8]([CH2:14][C:15]1[CH:20]=[CH:19][CH:18]=[CH:17][CH:16]=1)[CH2:9][C@@H:10]([F:13])[CH2:11][OH:12])[C:2]1[CH:7]=[CH:6][CH:5]=[CH:4][CH:3]=1.[H-].[Na+].CI.[CH3:25]N(C=O)C. Product: [CH2:14]([N:8]([CH2:1][C:2]1[CH:3]=[CH:4][CH:5]=[CH:6][CH:7]=1)[CH2:9][C@@H:10]([F:13])[CH2:11][O:12][CH3:25])[C:15]1[CH:16]=[CH:17][CH:18]=[CH:19][CH:20]=1. The catalyst class is: 1.